Dataset: Reaction yield outcomes from USPTO patents with 853,638 reactions. Task: Predict the reaction yield, written as a fraction of the theoretical maximum amount of product (1.0 means a 100% yield; for example, 0.34 means a 34% yield). The reactants are Cl[C:2](=[O:14])[CH2:3][C:4]1([C:10]([O:12][CH3:13])=[O:11])[CH2:9][CH2:8][O:7][CH2:6][CH2:5]1.[Br:15][C:16]1[CH:21]=[CH:20][CH:19]=[CH:18][CH:17]=1.[Cl-].[Al+3].[Cl-].[Cl-]. The catalyst is ClCCl. The product is [Br:15][C:16]1[CH:21]=[CH:20][C:19]([C:2](=[O:14])[CH2:3][C:4]2([C:10]([O:12][CH3:13])=[O:11])[CH2:9][CH2:8][O:7][CH2:6][CH2:5]2)=[CH:18][CH:17]=1. The yield is 0.550.